Dataset: CYP2C19 inhibition data for predicting drug metabolism from PubChem BioAssay. Task: Regression/Classification. Given a drug SMILES string, predict its absorption, distribution, metabolism, or excretion properties. Task type varies by dataset: regression for continuous measurements (e.g., permeability, clearance, half-life) or binary classification for categorical outcomes (e.g., BBB penetration, CYP inhibition). Dataset: cyp2c19_veith. (1) The drug is COc1ccc(Oc2nc(C)cc(C)c2S(=O)(=O)c2ccc(C)cc2)cc1. The result is 1 (inhibitor). (2) The drug is Cc1c(-c2ccc(Cl)cc2)noc1C1CCN(CCc2ccccc2)CC1. The result is 0 (non-inhibitor). (3) The compound is CC(=O)N(C[C@@H](C)C(=O)O)c1c(I)cc(I)c(N)c1I. The result is 0 (non-inhibitor). (4) The drug is c1c[nH]c(CN2CCOCC2)n1. The result is 0 (non-inhibitor). (5) The result is 0 (non-inhibitor). The compound is COc1ccccc1CN1CCC2(CC1)CCN(C(=O)c1cccn1C)CC2. (6) The compound is O=c1c2ccccc2nnn1CSc1nnc(COc2ccc(Cl)cc2)n1Cc1ccco1. The result is 1 (inhibitor). (7) The compound is CC1=C2[C@@H]3OC(=O)[C@@H](C)[C@@H]3CC[C@]2(C)C=CC1=O. The result is 0 (non-inhibitor). (8) The drug is O=C(c1ccco1)N1CCN(c2cc(=O)n(C3CCCCC3)c(=O)[nH]2)CC1. The result is 0 (non-inhibitor). (9) The drug is COc1cc(/C=N\NC(=O)C2C(=O)NCC2c2ccccc2)cc(OC)c1O. The result is 0 (non-inhibitor).